Dataset: NCI-60 drug combinations with 297,098 pairs across 59 cell lines. Task: Regression. Given two drug SMILES strings and cell line genomic features, predict the synergy score measuring deviation from expected non-interaction effect. (1) Drug 1: C1=C(C(=O)NC(=O)N1)N(CCCl)CCCl. Drug 2: C1=CN(C=N1)CC(O)(P(=O)(O)O)P(=O)(O)O. Cell line: RPMI-8226. Synergy scores: CSS=0.538, Synergy_ZIP=-11.9, Synergy_Bliss=-24.2, Synergy_Loewe=-35.2, Synergy_HSA=-27.2. (2) Drug 1: CC1=C(C=C(C=C1)NC(=O)C2=CC=C(C=C2)CN3CCN(CC3)C)NC4=NC=CC(=N4)C5=CN=CC=C5. Drug 2: CC1CCCC2(C(O2)CC(NC(=O)CC(C(C(=O)C(C1O)C)(C)C)O)C(=CC3=CSC(=N3)C)C)C. Cell line: RXF 393. Synergy scores: CSS=35.6, Synergy_ZIP=3.42, Synergy_Bliss=3.11, Synergy_Loewe=-17.5, Synergy_HSA=4.79. (3) Drug 1: C1C(C(OC1N2C=NC3=C(N=C(N=C32)Cl)N)CO)O. Synergy scores: CSS=28.2, Synergy_ZIP=-3.49, Synergy_Bliss=-0.958, Synergy_Loewe=-4.31, Synergy_HSA=1.46. Drug 2: CC1CCCC2(C(O2)CC(NC(=O)CC(C(C(=O)C(C1O)C)(C)C)O)C(=CC3=CSC(=N3)C)C)C. Cell line: UACC-257. (4) Drug 1: CCC1=C2CN3C(=CC4=C(C3=O)COC(=O)C4(CC)O)C2=NC5=C1C=C(C=C5)O. Drug 2: C1CN(P(=O)(OC1)NCCCl)CCCl. Cell line: CAKI-1. Synergy scores: CSS=19.3, Synergy_ZIP=-3.22, Synergy_Bliss=0.0864, Synergy_Loewe=-26.1, Synergy_HSA=-0.852. (5) Drug 1: CC(CN1CC(=O)NC(=O)C1)N2CC(=O)NC(=O)C2. Drug 2: CN1C(=O)N2C=NC(=C2N=N1)C(=O)N. Cell line: ACHN. Synergy scores: CSS=36.6, Synergy_ZIP=-4.43, Synergy_Bliss=4.41, Synergy_Loewe=-3.00, Synergy_HSA=2.83. (6) Drug 1: CC1=C(C(=O)C2=C(C1=O)N3CC4C(C3(C2COC(=O)N)OC)N4)N. Drug 2: N.N.Cl[Pt+2]Cl. Cell line: MDA-MB-231. Synergy scores: CSS=59.7, Synergy_ZIP=-6.87, Synergy_Bliss=-2.17, Synergy_Loewe=3.42, Synergy_HSA=4.66. (7) Drug 1: CC1=C2C(C(=O)C3(C(CC4C(C3C(C(C2(C)C)(CC1OC(=O)C(C(C5=CC=CC=C5)NC(=O)C6=CC=CC=C6)O)O)OC(=O)C7=CC=CC=C7)(CO4)OC(=O)C)O)C)OC(=O)C. Drug 2: CCN(CC)CCNC(=O)C1=C(NC(=C1C)C=C2C3=C(C=CC(=C3)F)NC2=O)C. Cell line: ACHN. Synergy scores: CSS=16.2, Synergy_ZIP=4.15, Synergy_Bliss=2.82, Synergy_Loewe=5.67, Synergy_HSA=4.11. (8) Drug 1: C1=CC(=CC=C1C#N)C(C2=CC=C(C=C2)C#N)N3C=NC=N3. Drug 2: CS(=O)(=O)CCNCC1=CC=C(O1)C2=CC3=C(C=C2)N=CN=C3NC4=CC(=C(C=C4)OCC5=CC(=CC=C5)F)Cl. Cell line: M14. Synergy scores: CSS=1.84, Synergy_ZIP=3.26, Synergy_Bliss=-5.35, Synergy_Loewe=-0.336, Synergy_HSA=-4.13. (9) Drug 1: CN(CCCl)CCCl.Cl. Drug 2: C1CCC(C(C1)N)N.C(=O)(C(=O)[O-])[O-].[Pt+4]. Cell line: HS 578T. Synergy scores: CSS=21.8, Synergy_ZIP=-7.52, Synergy_Bliss=-0.738, Synergy_Loewe=3.13, Synergy_HSA=4.04. (10) Drug 1: CS(=O)(=O)C1=CC(=C(C=C1)C(=O)NC2=CC(=C(C=C2)Cl)C3=CC=CC=N3)Cl. Drug 2: C(CN)CNCCSP(=O)(O)O. Cell line: MDA-MB-231. Synergy scores: CSS=8.04, Synergy_ZIP=0.171, Synergy_Bliss=3.03, Synergy_Loewe=-1.21, Synergy_HSA=1.61.